This data is from Forward reaction prediction with 1.9M reactions from USPTO patents (1976-2016). The task is: Predict the product of the given reaction. (1) The product is: [Br:1][C:2]1[CH:3]=[CH:4][C:5]2[NH:11][C:10]3[N:12]=[C:13]([C:16]([F:19])([F:17])[F:18])[CH:14]=[CH:15][C:9]=3[CH2:8][N:7]([S:31]([C:28]3[CH:29]=[CH:30][C:25]([C:21]([CH3:24])([CH3:23])[CH3:22])=[CH:26][CH:27]=3)(=[O:33])=[O:32])[C:6]=2[CH:20]=1. Given the reactants [Br:1][C:2]1[CH:3]=[CH:4][C:5]2[NH:11][C:10]3[N:12]=[C:13]([C:16]([F:19])([F:18])[F:17])[CH:14]=[CH:15][C:9]=3[CH2:8][NH:7][C:6]=2[CH:20]=1.[C:21]([C:25]1[CH:30]=[CH:29][C:28]([S:31](Cl)(=[O:33])=[O:32])=[CH:27][CH:26]=1)([CH3:24])([CH3:23])[CH3:22].N1C=CC=CC=1, predict the reaction product. (2) Given the reactants [F:1][C:2]([F:16])([F:15])[CH2:3][CH:4]1[C:13]2[C:8](=[CH:9][CH:10]=[CH:11][CH:12]=2)[NH:7][C:6](=O)[CH2:5]1.CSC.B, predict the reaction product. The product is: [F:16][C:2]([F:1])([F:15])[CH2:3][CH:4]1[C:13]2[C:8](=[CH:9][CH:10]=[CH:11][CH:12]=2)[NH:7][CH2:6][CH2:5]1. (3) Given the reactants [OH:1][C:2]1[CH:26]=[CH:25][C:5]([CH:6]=[C:7]2[CH2:12][CH2:11][CH2:10][CH:9]([C:13](=[O:23])[CH:14]=[CH:15][C:16]3[CH:21]=[CH:20][C:19]([OH:22])=[CH:18][CH:17]=3)[C:8]2=[O:24])=[CH:4][CH:3]=1, predict the reaction product. The product is: [OH:1][C:2]1[CH:26]=[CH:25][C:5]([CH2:6][CH:7]2[CH2:12][CH2:11][CH2:10][CH:9]([C:13](=[O:23])[CH2:14][CH2:15][C:16]3[CH:17]=[CH:18][C:19]([OH:22])=[CH:20][CH:21]=3)[C:8]2=[O:24])=[CH:4][CH:3]=1. (4) Given the reactants FC(F)(F)S(O[C:7]1[CH:16]=[C:15]2[C:10]([CH:11]([C:18]3[CH:23]=[CH:22][C:21]([Cl:24])=[C:20]([Cl:25])[CH:19]=3)[CH2:12][N:13]([CH3:17])[CH2:14]2)=[CH:9][CH:8]=1)(=O)=O.[CH3:28][S:29]([C:32]1[CH:37]=[CH:36][C:35](B(O)O)=[CH:34][CH:33]=1)(=[O:31])=[O:30].[Br-].[K+].[OH-].[K+], predict the reaction product. The product is: [Cl:25][C:20]1[CH:19]=[C:18]([CH:11]2[C:10]3[C:15](=[CH:16][C:7]([C:35]4[CH:36]=[CH:37][C:32]([S:29]([CH3:28])(=[O:31])=[O:30])=[CH:33][CH:34]=4)=[CH:8][CH:9]=3)[CH2:14][N:13]([CH3:17])[CH2:12]2)[CH:23]=[CH:22][C:21]=1[Cl:24].